From a dataset of Reaction yield outcomes from USPTO patents with 853,638 reactions. Predict the reaction yield, written as a fraction of the theoretical maximum amount of product (1.0 means a 100% yield; for example, 0.34 means a 34% yield). (1) The reactants are [F:1][C:2]1[CH:7]=[C:6]([N:8]2[CH2:13][CH2:12][O:11][CH2:10][CH2:9]2)[CH:5]=[C:4]([F:14])[C:3]=1[NH2:15].[CH:16]1([CH2:21][C:22](Cl)=[O:23])[CH2:20][CH2:19][CH2:18][CH2:17]1. The catalyst is C(#N)C. The product is [CH:16]1([CH2:21][C:22]([NH:15][C:3]2[C:2]([F:1])=[CH:7][C:6]([N:8]3[CH2:9][CH2:10][O:11][CH2:12][CH2:13]3)=[CH:5][C:4]=2[F:14])=[O:23])[CH2:20][CH2:19][CH2:18][CH2:17]1. The yield is 0.750. (2) The yield is 0.470. The product is [Cl:30][C:2]1[C:11]2[N:12]=[CH:13][S:14][C:10]=2[C:9]2[CH:8]=[CH:7][C:6]([C:15]([O:17][CH3:18])=[O:16])=[CH:5][C:4]=2[N:3]=1. The catalyst is C1(C)C=CC=CC=1.C(Cl)Cl. The reactants are O=[C:2]1[C:11]2[N:12]=[CH:13][S:14][C:10]=2[C:9]2[CH:8]=[CH:7][C:6]([C:15]([O:17][CH3:18])=[O:16])=[CH:5][C:4]=2[NH:3]1.CCN(C(C)C)C(C)C.O=P(Cl)(Cl)[Cl:30].O.